Predict which catalyst facilitates the given reaction. From a dataset of Catalyst prediction with 721,799 reactions and 888 catalyst types from USPTO. (1) Product: [F:1][C:2]1[CH:3]=[CH:4][C:5]([C:6]([NH:8][C:9]2[S:13][C:12]([N:14]([CH3:25])[C:15]3[CH:16]=[C:17]4[C:22](=[CH:23][CH:24]=3)[N:21]=[CH:20][CH:19]=[CH:18]4)=[N:11][C:10]=2[C:26]([NH2:33])=[O:28])=[O:7])=[CH:31][CH:32]=1. The catalyst class is: 1. Reactant: [F:1][C:2]1[CH:32]=[CH:31][C:5]([C:6]([NH:8][C:9]2[S:13][C:12]([N:14]([CH3:25])[C:15]3[CH:16]=[C:17]4[C:22](=[CH:23][CH:24]=3)[N:21]=[CH:20][CH:19]=[CH:18]4)=[N:11][C:10]=2[C:26]([O:28]CC)=O)=[O:7])=[CH:4][CH:3]=1.[NH3:33].CO. (2) Reactant: [CH3:1][O:2][CH2:3][N:4]1[C:9](=[O:10])[N:8]2[CH:11]=[N:12][C:13]([C:14](O)=O)=[C:7]2[N:6]=[N:5]1.[NH2:17][C:18]1[CH:23]=[CH:22][CH:21]=[CH:20][C:19]=1[SH:24]. Product: [S:24]1[C:19]2[CH:20]=[CH:21][CH:22]=[CH:23][C:18]=2[N:17]=[C:14]1[C:13]1[N:12]=[CH:11][N:8]2[C:9](=[O:10])[N:4]([CH2:3][O:2][CH3:1])[N:5]=[N:6][C:7]=12. The catalyst class is: 22. (3) Reactant: [Cl:1][C:2]1[CH:22]=[CH:21][C:5]([O:6][C:7]2[CH:8]=[C:9]([NH:13][CH2:14][CH:15]([OH:20])[C:16]([F:19])([F:18])[F:17])[CH:10]=[CH:11][CH:12]=2)=[CH:4][C:3]=1[CH2:23][CH3:24].[CH:25]1([CH:31]=O)[CH2:30][CH2:29][CH2:28][CH2:27][CH2:26]1.C(O[BH-](OC(=O)C)OC(=O)C)(=O)C.[Na+].C(O)(=O)C. Product: [Cl:1][C:2]1[CH:22]=[CH:21][C:5]([O:6][C:7]2[CH:8]=[C:9]([N:13]([CH2:31][CH:25]3[CH2:30][CH2:29][CH2:28][CH2:27][CH2:26]3)[CH2:14][CH:15]([OH:20])[C:16]([F:18])([F:19])[F:17])[CH:10]=[CH:11][CH:12]=2)=[CH:4][C:3]=1[CH2:23][CH3:24]. The catalyst class is: 7. (4) Reactant: Cl[CH2:2][CH:3]=O.[NH2:5][C:6]1[C:11]([Br:12])=[CH:10][C:9]([CH3:13])=[CH:8][N:7]=1. Product: [CH3:13][C:9]1[CH:10]=[C:11]([Br:12])[C:6]2[N:7]([CH:2]=[CH:3][N:5]=2)[CH:8]=1. The catalyst class is: 10. (5) Reactant: [C:1]1([C:7]2[S:29][C:10]3[N:11]=[CH:12][N:13]=[C:14]([O:15][C@H:16]([CH3:28])[CH2:17][CH2:18][CH2:19][CH2:20][C:21]([O:23][C:24]([CH3:27])([CH3:26])[CH3:25])=[O:22])[C:9]=3[CH:8]=2)[CH:6]=[CH:5][CH:4]=[CH:3][CH:2]=1.[Br:30]N1C(=O)CCC1=O.ClCCl. Product: [Br:30][C:8]1[C:9]2[C:14]([O:15][C@H:16]([CH3:28])[CH2:17][CH2:18][CH2:19][CH2:20][C:21]([O:23][C:24]([CH3:25])([CH3:27])[CH3:26])=[O:22])=[N:13][CH:12]=[N:11][C:10]=2[S:29][C:7]=1[C:1]1[CH:2]=[CH:3][CH:4]=[CH:5][CH:6]=1. The catalyst class is: 10. (6) The catalyst class is: 91. Product: [C:1]([O:5][C:6]([N:8]1[CH2:13][CH2:12][CH:11]([C:14]2[CH:19]=[CH:18][C:17]([NH2:20])=[C:16]([Br:21])[CH:15]=2)[CH2:10][CH2:9]1)=[O:7])([CH3:4])([CH3:2])[CH3:3]. Reactant: [C:1]([O:5][C:6]([N:8]1[CH2:13][CH2:12][CH:11]([C:14]2[CH:19]=[CH:18][C:17]([NH2:20])=[CH:16][CH:15]=2)[CH2:10][CH2:9]1)=[O:7])([CH3:4])([CH3:3])[CH3:2].[Br:21]N1C(=O)CCC1=O. (7) Reactant: Cl[C:2]1[C:7]([CH3:8])=[C:6]([Cl:9])[N:5]=[C:4]([C:10]2[CH:15]=[CH:14][CH:13]=[C:12]([O:16][CH2:17][O:18][CH3:19])[CH:11]=2)[N:3]=1.[CH3:20][C:21]1[C:25](B(O)O)=[C:24]([CH3:29])[O:23][N:22]=1.C([O-])([O-])=O.[Na+].[Na+]. Product: [Cl:9][C:6]1[N:5]=[C:4]([C:10]2[CH:15]=[CH:14][CH:13]=[C:12]([O:16][CH2:17][O:18][CH3:19])[CH:11]=2)[N:3]=[C:2]([C:25]2[C:21]([CH3:20])=[N:22][O:23][C:24]=2[CH3:29])[C:7]=1[CH3:8]. The catalyst class is: 70. (8) Reactant: C(OC([NH:11][C@H:12]1[CH2:16][CH2:15][N:14]([CH:17]2[CH2:22][CH2:21][N:20]([C:23]([O:25][C:26]([CH3:29])([CH3:28])[CH3:27])=[O:24])[CH2:19][C:18]2([CH3:31])[CH3:30])[C:13]1=[O:32])=O)C1C=CC=CC=1. Product: [NH2:11][C@H:12]1[CH2:16][CH2:15][N:14]([CH:17]2[CH2:22][CH2:21][N:20]([C:23]([O:25][C:26]([CH3:28])([CH3:27])[CH3:29])=[O:24])[CH2:19][C:18]2([CH3:31])[CH3:30])[C:13]1=[O:32]. The catalyst class is: 5.